Dataset: Full USPTO retrosynthesis dataset with 1.9M reactions from patents (1976-2016). Task: Predict the reactants needed to synthesize the given product. (1) Given the product [Cl:1][C:2]1[CH:14]=[C:6]([C:7]([OH:9])=[O:8])[C:5]2[O:15][C:17]([CH3:19])([CH3:18])[CH2:16][C:4]=2[CH:3]=1, predict the reactants needed to synthesize it. The reactants are: [Cl:1][C:2]1[CH:3]=[C:4]([CH2:16][C:17]([CH3:19])=[CH2:18])[C:5]([OH:15])=[C:6]([CH:14]=1)[C:7]([O:9]CC(C)=C)=[O:8]. (2) Given the product [CH:1]1([C:4]2[N:8]=[C:7]([C:9]3[N:10]=[CH:11][N:12]4[C:18]=3[CH2:17][NH:16][C:15](=[O:30])[C:14]3[CH:31]=[C:32]([Br:35])[CH:33]=[CH:34][C:13]4=3)[O:6][N:5]=2)[CH2:3][CH2:2]1, predict the reactants needed to synthesize it. The reactants are: [CH:1]1([C:4]2[N:8]=[C:7]([C:9]3[N:10]=[CH:11][N:12]4[C:18]=3[CH2:17][N:16](CC3C=CC(OC)=CC=3OC)[C:15](=[O:30])[C:14]3[CH:31]=[C:32]([Br:35])[CH:33]=[CH:34][C:13]4=3)[O:6][N:5]=2)[CH2:3][CH2:2]1.FC(F)(F)S(O)(=O)=O. (3) Given the product [Si:10]([O:19][CH:20]1[CH2:24][CH2:23][NH:22][C:21]1=[O:25])([C:6]([CH3:9])([CH3:8])[CH3:7])([CH3:13])[CH3:12], predict the reactants needed to synthesize it. The reactants are: N1C=CN=C1.[C:6]([Si:10]([CH3:13])([CH3:12])Cl)([CH3:9])([CH3:8])[CH3:7].CN(C)C=O.[OH:19][CH:20]1[CH2:24][CH2:23][NH:22][C:21]1=[O:25]. (4) Given the product [C:1]([C:5]1[N:10]=[C:9]2[N:11]([CH2:28][C:29]3[N:33]([CH3:34])[N:32]=[N:31][N:30]=3)[N:12]=[CH:13][C:8]2=[C:7]([N:14]2[CH2:18][CH2:17][C@H:16]([OH:19])[CH2:15]2)[N:6]=1)([CH3:4])([CH3:2])[CH3:3], predict the reactants needed to synthesize it. The reactants are: [C:1]([C:5]1[N:10]=[C:9]2[NH:11][N:12]=[CH:13][C:8]2=[C:7]([N:14]2[CH2:18][CH2:17][C@H:16]([O:19][Si](C(C)(C)C)(C)C)[CH2:15]2)[N:6]=1)([CH3:4])([CH3:3])[CH3:2].Cl[CH2:28][C:29]1[N:33]([CH3:34])[N:32]=[N:31][N:30]=1. (5) Given the product [C:1]([O:5][C:6]([N:8]1[CH2:22][CH2:21][C:12]2=[C:13]([N:24]3[CH2:27][CH2:26][C@H:25]3[CH2:28][OH:29])[N:14]3[C:18]([N:19]=[C:11]2[CH2:10][CH2:9]1)=[CH:17][CH:16]=[N:15]3)=[O:7])([CH3:4])([CH3:3])[CH3:2], predict the reactants needed to synthesize it. The reactants are: [C:1]([O:5][C:6]([N:8]1[CH2:22][CH2:21][C:12]2=[C:13](Cl)[N:14]3[C:18]([N:19]=[C:11]2[CH2:10][CH2:9]1)=[CH:17][CH:16]=[N:15]3)=[O:7])([CH3:4])([CH3:3])[CH3:2].Cl.[NH:24]1[CH2:27][CH2:26][C@H:25]1[CH2:28][OH:29].CCN(C(C)C)C(C)C.CCOC(C)=O.